From a dataset of NCI-60 drug combinations with 297,098 pairs across 59 cell lines. Regression. Given two drug SMILES strings and cell line genomic features, predict the synergy score measuring deviation from expected non-interaction effect. (1) Drug 1: C1C(C(OC1N2C=NC(=NC2=O)N)CO)O. Drug 2: CC1C(C(CC(O1)OC2CC(CC3=C2C(=C4C(=C3O)C(=O)C5=CC=CC=C5C4=O)O)(C(=O)C)O)N)O. Cell line: SNB-19. Synergy scores: CSS=34.1, Synergy_ZIP=-6.18, Synergy_Bliss=-7.31, Synergy_Loewe=-22.2, Synergy_HSA=-1.83. (2) Drug 1: CC1=C(C=C(C=C1)NC(=O)C2=CC=C(C=C2)CN3CCN(CC3)C)NC4=NC=CC(=N4)C5=CN=CC=C5. Drug 2: CS(=O)(=O)OCCCCOS(=O)(=O)C. Cell line: NCI/ADR-RES. Synergy scores: CSS=0.182, Synergy_ZIP=-4.78, Synergy_Bliss=-8.41, Synergy_Loewe=-5.57, Synergy_HSA=-5.54. (3) Drug 1: COCCOC1=C(C=C2C(=C1)C(=NC=N2)NC3=CC=CC(=C3)C#C)OCCOC.Cl. Drug 2: CC1C(C(CC(O1)OC2CC(CC3=C2C(=C4C(=C3O)C(=O)C5=CC=CC=C5C4=O)O)(C(=O)C)O)N)O. Cell line: RPMI-8226. Synergy scores: CSS=53.3, Synergy_ZIP=-0.538, Synergy_Bliss=-0.483, Synergy_Loewe=2.09, Synergy_HSA=3.40. (4) Drug 1: CCCS(=O)(=O)NC1=C(C(=C(C=C1)F)C(=O)C2=CNC3=C2C=C(C=N3)C4=CC=C(C=C4)Cl)F. Drug 2: C1=C(C(=O)NC(=O)N1)F. Cell line: HCT-15. Synergy scores: CSS=41.6, Synergy_ZIP=1.28, Synergy_Bliss=-2.00, Synergy_Loewe=-7.97, Synergy_HSA=-3.17. (5) Drug 1: COC1=NC(=NC2=C1N=CN2C3C(C(C(O3)CO)O)O)N. Drug 2: C1=NC(=NC(=O)N1C2C(C(C(O2)CO)O)O)N. Cell line: NCIH23. Synergy scores: CSS=8.43, Synergy_ZIP=2.15, Synergy_Bliss=7.70, Synergy_Loewe=0.0196, Synergy_HSA=4.17. (6) Drug 1: C1=CN(C(=O)N=C1N)C2C(C(C(O2)CO)O)O.Cl. Drug 2: CCN(CC)CCCC(C)NC1=C2C=C(C=CC2=NC3=C1C=CC(=C3)Cl)OC. Cell line: SW-620. Synergy scores: CSS=52.2, Synergy_ZIP=-0.740, Synergy_Bliss=2.41, Synergy_Loewe=-3.29, Synergy_HSA=5.38. (7) Drug 1: CC1=C(C=C(C=C1)NC(=O)C2=CC=C(C=C2)CN3CCN(CC3)C)NC4=NC=CC(=N4)C5=CN=CC=C5. Drug 2: CC1C(C(CC(O1)OC2CC(CC3=C2C(=C4C(=C3O)C(=O)C5=CC=CC=C5C4=O)O)(C(=O)C)O)N)O. Cell line: HOP-62. Synergy scores: CSS=38.7, Synergy_ZIP=-1.52, Synergy_Bliss=-3.14, Synergy_Loewe=-6.82, Synergy_HSA=-1.98. (8) Drug 2: C1=CC=C(C=C1)NC(=O)CCCCCCC(=O)NO. Synergy scores: CSS=38.4, Synergy_ZIP=-7.93, Synergy_Bliss=0.639, Synergy_Loewe=-1.76, Synergy_HSA=-0.0731. Drug 1: C1=CC(=CC=C1CC(C(=O)O)N)N(CCCl)CCCl.Cl. Cell line: A549. (9) Drug 2: C1CN1P(=S)(N2CC2)N3CC3. Cell line: NCI-H460. Synergy scores: CSS=6.00, Synergy_ZIP=-0.884, Synergy_Bliss=4.34, Synergy_Loewe=-2.53, Synergy_HSA=1.75. Drug 1: C1CCN(CC1)CCOC2=CC=C(C=C2)C(=O)C3=C(SC4=C3C=CC(=C4)O)C5=CC=C(C=C5)O.